This data is from Full USPTO retrosynthesis dataset with 1.9M reactions from patents (1976-2016). The task is: Predict the reactants needed to synthesize the given product. (1) Given the product [Br:1][C@H:28]([C:22]1[CH:27]=[CH:26][CH:25]=[CH:24][CH:23]=1)[CH3:29], predict the reactants needed to synthesize it. The reactants are: [Br:1]Br.C1(P(C2C=CC=CC=2)C2C=CC=CC=2)C=CC=CC=1.[C:22]1([C@H:28](O)[CH3:29])[CH:27]=[CH:26][CH:25]=[CH:24][CH:23]=1. (2) The reactants are: [CH2:1]([N:8]1[C:17]2[C:12](=[CH:13][C:14]([OH:18])=[CH:15][CH:16]=2)[CH2:11][CH2:10][CH2:9]1)[C:2]1[CH:7]=[CH:6][CH:5]=[CH:4][CH:3]=1.[CH2:19]([N:25]=[C:26]=[O:27])[CH2:20][CH2:21][CH2:22][CH2:23][CH3:24].C(N(CC)CC)C. Given the product [CH2:1]([N:8]1[C:17]2[C:12](=[CH:13][C:14]([O:18][C:26](=[O:27])[NH:25][CH2:19][CH2:20][CH2:21][CH2:22][CH2:23][CH3:24])=[CH:15][CH:16]=2)[CH2:11][CH2:10][CH2:9]1)[C:2]1[CH:3]=[CH:4][CH:5]=[CH:6][CH:7]=1, predict the reactants needed to synthesize it. (3) The reactants are: N(C(OC(C)(C)C)=O)=NC(OC(C)(C)C)=O.[NH2:17][C:18]1[N:23]=[CH:22][C:21]([C:24]2[CH:29]=[CH:28][C:27]([OH:30])=[CH:26][CH:25]=2)=[CH:20][C:19]=1[C:31]1[O:32][C:33]2[C:38]([N:39]=1)=[CH:37][CH:36]=[CH:35][N:34]=2.C1(P(C2C=CC=CC=2)C2C=CC=CC=2)C=CC=CC=1.[N:59]1([CH2:64][CH2:65][CH2:66]O)[CH2:63][CH2:62][CH2:61][CH2:60]1. Given the product [N:39]1[C:38]2[C:33](=[N:34][CH:35]=[CH:36][CH:37]=2)[O:32][C:31]=1[C:19]1[C:18]([NH2:17])=[N:23][CH:22]=[C:21]([C:24]2[CH:29]=[CH:28][C:27]([O:30][CH2:66][CH2:65][CH2:64][N:59]3[CH2:63][CH2:62][CH2:61][CH2:60]3)=[CH:26][CH:25]=2)[CH:20]=1, predict the reactants needed to synthesize it. (4) Given the product [F:41][CH:39]([F:40])[C:36]1[N:34]2[N:35]=[C:30]([N:27]3[CH2:26][CH2:25][N:24]([CH2:23][C:22]4[CH:43]=[CH:44][CH:45]=[C:46]([F:47])[C:21]=4[CH:20]([F:19])[F:48])[CH2:29][CH2:28]3)[CH:31]=[CH:32][C:33]2=[N:38][N:37]=1, predict the reactants needed to synthesize it. The reactants are: FC(F)C1N2N=C(N3CCNCC3)C=CC2=NN=1.[F:19][CH:20]([F:48])[C:21]1[C:46]([F:47])=[CH:45][CH:44]=[CH:43][C:22]=1[CH2:23][N:24]1[CH2:29][CH2:28][N:27]([C:30]2[CH:31]=[CH:32][C:33]3[N:34]([C:36]([C:39](F)([F:41])[F:40])=[N:37][N:38]=3)[N:35]=2)[CH2:26][CH2:25]1. (5) Given the product [C:15]([C:18]1[CH:27]=[C:22]([C:23]([O:25][CH3:26])=[O:24])[C:21]([Cl:28])=[C:20]2[C:19]=1[NH:31][CH:30]=[CH:29]2)(=[O:17])[CH3:16], predict the reactants needed to synthesize it. The reactants are: ClC1C(C(OC)=O)=CC=C2C=1C=CN2.[C:15]([C:18]1[C:19]([NH2:31])=[C:20]([C:29]#[CH:30])[C:21]([Cl:28])=[C:22]([CH:27]=1)[C:23]([O:25][CH3:26])=[O:24])(=[O:17])[CH3:16]. (6) The reactants are: [F:1][C:2]([F:15])([F:14])[C:3]1[CH:4]=[N:5][C:6]2[C:7](=O)[NH:8][CH:9]=[CH:10][C:11]=2[CH:12]=1.C1(C)C=CC=CC=1.CCN(C(C)C)C(C)C.O=P(Cl)(Cl)[Cl:34]. Given the product [Cl:34][C:7]1[N:8]=[CH:9][CH:10]=[C:11]2[C:6]=1[N:5]=[CH:4][C:3]([C:2]([F:15])([F:14])[F:1])=[CH:12]2, predict the reactants needed to synthesize it. (7) Given the product [N+:1]([C:4]1[CH:9]=[CH:8][C:7]([Cl:10])=[CH:6][C:5]=1[O:11][CH2:44][CH2:43][CH2:47][C:25]1[CH:26]=[CH:27][C:28]([C:38]([O:40][CH3:41])=[O:39])=[CH:29][CH:30]=1)([O-:3])=[O:2], predict the reactants needed to synthesize it. The reactants are: [N+:1]([C:4]1[CH:9]=[CH:8][C:7]([Cl:10])=[CH:6][C:5]=1[OH:11])([O-:3])=[O:2].[C:25]1(P([C:25]2[CH:30]=[CH:29][CH:28]=[CH:27][CH:26]=2)[C:25]2[CH:30]=[CH:29][CH:28]=[CH:27][CH:26]=2)[CH:30]=[CH:29][CH:28]=[CH:27][CH:26]=1.C[CH2:41][O:40][C:38](/N=N/[C:38]([O:40][CH2:41]C)=[O:39])=[O:39].[CH2:43]1[CH2:47]OC[CH2:44]1. (8) The reactants are: Br[C:2]1[CH:3]=[C:4]2[C:9](=[CH:10][CH:11]=1)[CH:8]=[N:7][CH:6]=[CH:5]2.C(OCC)(=O)C.O.[CH3:19][N:20](C)C=O. Given the product [CH:8]1[C:9]2[C:4](=[CH:3][C:2]([C:19]#[N:20])=[CH:11][CH:10]=2)[CH:5]=[CH:6][N:7]=1, predict the reactants needed to synthesize it. (9) Given the product [Cl:8][C:9]1[C:10]([CH2:15][NH:16][C:17]([C@H:19]2[CH2:24][CH2:23][C@H:22]([N:5]3[CH2:6][C:3]([F:7])([F:2])[CH2:4]3)[CH2:21][CH2:20]2)=[O:18])=[N:11][CH:12]=[CH:13][N:14]=1.[Cl:8][C:9]1[C:10]([CH2:15][NH:16][C:17]([C@H:19]2[CH2:24][CH2:23][C@@H:22]([N:5]3[CH2:6][C:3]([F:7])([F:2])[CH2:4]3)[CH2:21][CH2:20]2)=[O:18])=[N:11][CH:12]=[CH:13][N:14]=1, predict the reactants needed to synthesize it. The reactants are: Cl.[F:2][C:3]1([F:7])[CH2:6][NH:5][CH2:4]1.[Cl:8][C:9]1[C:10]([CH2:15][NH:16][C:17]([CH:19]2[CH2:24][CH2:23][C:22](=O)[CH2:21][CH2:20]2)=[O:18])=[N:11][CH:12]=[CH:13][N:14]=1.C(O)(=O)C.C([BH3-])#N.[Na+]. (10) Given the product [Cl:16][C:13]1[CH:14]=[CH:15][C:6]([O:5][CH2:4][C:3]([OH:28])=[O:2])=[C:7]2[C:12]=1[N:11]=[C:10]([CH3:17])[C:9]([S:18]([C:20]1[CH:21]=[CH:22][C:23]([Cl:26])=[CH:24][CH:25]=1)=[O:19])=[C:8]2[CH3:27], predict the reactants needed to synthesize it. The reactants are: C[O:2][C:3](=[O:28])[CH2:4][O:5][C:6]1[CH:15]=[CH:14][C:13]([Cl:16])=[C:12]2[C:7]=1[C:8]([CH3:27])=[C:9]([S:18]([C:20]1[CH:25]=[CH:24][C:23]([Cl:26])=[CH:22][CH:21]=1)=[O:19])[C:10]([CH3:17])=[N:11]2.CO.[OH-].[Na+].